From a dataset of CYP3A4 inhibition data for predicting drug metabolism from PubChem BioAssay. Regression/Classification. Given a drug SMILES string, predict its absorption, distribution, metabolism, or excretion properties. Task type varies by dataset: regression for continuous measurements (e.g., permeability, clearance, half-life) or binary classification for categorical outcomes (e.g., BBB penetration, CYP inhibition). Dataset: cyp3a4_veith. (1) The compound is Cc1ccc(S(=O)(=O)NCC(=O)OC(C)C(=O)Nc2ncc(Cl)cc2Cl)cc1. The result is 0 (non-inhibitor). (2) The drug is CN(C)C(=O)c1ccc(-c2nccc(NCc3cccnc3)n2)cc1. The result is 1 (inhibitor). (3) The molecule is Cc1nc2cnc(Nc3ccccc3)nc2n(Cc2cccs2)c1=O. The result is 1 (inhibitor). (4) The molecule is COc1ccc(NC(=O)C(F)(F)F)cc1OC. The result is 0 (non-inhibitor). (5) The compound is CCOC(=O)Nc1ccc(C(=O)NCC2CCCO2)cc1. The result is 0 (non-inhibitor). (6) The molecule is CC(/C=N/NC(=O)c1cccc([N+](=O)[O-])c1)=C\c1ccccc1. The result is 0 (non-inhibitor). (7) The drug is COC(/C=C/Nc1ccc(Br)cc1)=C(C#N)C#N. The result is 0 (non-inhibitor). (8) The drug is Fc1ccc2nc(Nc3nc4c(s3)CCCC4)sc2c1. The result is 1 (inhibitor). (9) The molecule is CC(C)[C@H](NC(=O)OCc1ccccc1)C(=O)N[C@H](C=O)Cc1ccccc1. The result is 1 (inhibitor).